This data is from Experimentally validated miRNA-target interactions with 360,000+ pairs, plus equal number of negative samples. The task is: Binary Classification. Given a miRNA mature sequence and a target amino acid sequence, predict their likelihood of interaction. (1) The miRNA is mmu-miR-3095-3p with sequence UGGACACUGGAGAGAGAGCUUUU. The protein sequence of the target gene is MGPRRRSRKPEAPRRRSPSPTPTPGPSRRGPSLGASSHQHSRRRQGWLKEIRKLQKSTHLLIRKLPFSRLAREICVKFTRGVDFNWQAQALLALQEAAEAFLVHLFEDAYLLTLHAGRVTLFPKDVQLARRIRGLEEGLG. Result: 0 (no interaction). (2) The miRNA is ath-miR167b with sequence UGAAGCUGCCAGCAUGAUCUA. The protein sequence of the target gene is MVSYLTSCLSALSTLLLLLGSQLVCPQPSTEHRKVPQRMAVTEGTPEDSGSGSPGVWGSWGPWSACSRSCSGGVMEQTRPCLPSSYRARGGSRPNGRALSITGHVVSAVRTSVPLHRSQEDQRALAGSNASRQGPAVVRGSRHPQARGREPSERRSRTRGPIGPGKYGYGKAPYILPLQTDTTHTPQRLRRQRPSSRHSRSQEASASKQGYRPPTHQFSHSQPLYQSDSGPRSGLPPSEASIYQLPLTHDQSYPAASSLFHRPELSSHHGARPHGAAQAFPQHLRSTAISCIGAYRQYKL.... Result: 0 (no interaction).